This data is from Catalyst prediction with 721,799 reactions and 888 catalyst types from USPTO. The task is: Predict which catalyst facilitates the given reaction. (1) Reactant: O.[NH2:2][NH2:3].[C:4]([C:12]1[CH:20]=[CH:19][C:18]([O:21][CH3:22])=[CH:17][C:13]=1[C:14](O)=[O:15])(=O)[C:5]1[CH:10]=[CH:9][CH:8]=[CH:7][CH:6]=1. Product: [CH3:22][O:21][C:18]1[CH:17]=[C:13]2[C:12]([C:4]([C:5]3[CH:10]=[CH:9][CH:8]=[CH:7][CH:6]=3)=[N:2][NH:3][C:14]2=[O:15])=[CH:20][CH:19]=1. The catalyst class is: 8. (2) Reactant: C([Li])CCC.[C:6](#[N:8])[CH3:7].CN([CH:12]=[N:13][C:14]1[C:15]([C:24]([O-:26])=O)=[CH:16][C:17]2[C:22]([CH:23]=1)=[CH:21][CH:20]=[CH:19][CH:18]=2)C.C(O)(=O)C. Product: [O:26]=[C:24]1[C:15]2[C:14](=[CH:23][C:22]3[CH:21]=[CH:20][CH:19]=[CH:18][C:17]=3[CH:16]=2)[NH:13][CH:12]=[C:7]1[C:6]#[N:8]. The catalyst class is: 30. (3) Reactant: [Cl:1][C:2]1[CH:11]=[C:10]([C:12](N(OC)C)=[O:13])[C:9]([N:18]2[CH2:23][CH2:22][N:21]([CH2:24][CH2:25][O:26][CH3:27])[CH2:20][CH2:19]2)=[C:8]2[C:3]=1[CH:4]=[CH:5][CH:6]=[N:7]2.[CH3:28][Mg]Br. Product: [Cl:1][C:2]1[CH:11]=[C:10]([C:12](=[O:13])[CH3:28])[C:9]([N:18]2[CH2:19][CH2:20][N:21]([CH2:24][CH2:25][O:26][CH3:27])[CH2:22][CH2:23]2)=[C:8]2[C:3]=1[CH:4]=[CH:5][CH:6]=[N:7]2. The catalyst class is: 7. (4) Reactant: [F:1][C:2]([F:20])([F:19])[C:3]1[CH:4]=[CH:5][C:6]2[CH:10]=[C:9]([C:11]([N:13]3[CH2:16][C:15](=O)[CH2:14]3)=[O:12])[S:8][C:7]=2[CH:18]=1.[C:21]([NH:28][CH2:29][CH2:30][NH2:31])([O:23][C:24]([CH3:27])([CH3:26])[CH3:25])=[O:22].C(O)(=O)C.[BH-](OC(C)=O)(OC(C)=O)OC(C)=O.[Na+]. Product: [C:24]([O:23][C:21](=[O:22])[NH:28][CH2:29][CH2:30][NH:31][CH:15]1[CH2:16][N:13]([C:11]([C:9]2[S:8][C:7]3[CH:18]=[C:3]([C:2]([F:20])([F:19])[F:1])[CH:4]=[CH:5][C:6]=3[CH:10]=2)=[O:12])[CH2:14]1)([CH3:27])([CH3:25])[CH3:26]. The catalyst class is: 26. (5) Reactant: [NH:1]1[CH2:11][CH2:10][CH2:9][CH:3]([C:4]([O:6][CH2:7][CH3:8])=[O:5])[CH2:2]1.[C:12](O[C:12]([O:14][C:15]([CH3:18])([CH3:17])[CH3:16])=[O:13])([O:14][C:15]([CH3:18])([CH3:17])[CH3:16])=[O:13]. Product: [N:1]1([C:12]([O:14][C:15]([CH3:18])([CH3:17])[CH3:16])=[O:13])[CH2:11][CH2:10][CH2:9][CH:3]([C:4]([O:6][CH2:7][CH3:8])=[O:5])[CH2:2]1. The catalyst class is: 326. (6) Product: [CH2:19]([S:22][CH:6]1[CH2:7][CH2:8][N:9]([C:12]([O:14][C:15]([CH3:16])([CH3:17])[CH3:18])=[O:13])[CH2:10][CH2:11]1)[CH2:20][CH3:21]. The catalyst class is: 3. Reactant: CS(O[CH:6]1[CH2:11][CH2:10][N:9]([C:12]([O:14][C:15]([CH3:18])([CH3:17])[CH3:16])=[O:13])[CH2:8][CH2:7]1)(=O)=O.[CH2:19]([S-:22])[CH2:20][CH3:21].[Na+].O. (7) Reactant: [H-].[Na+].[Br:3][C:4]1[CH:9]=[CH:8][CH:7]=[CH:6][C:5]=1[OH:10].Cl[C:12]1[C:13]2[C:18]([N:19]=[C:20]3[C:25]=1[CH:24]=[CH:23][CH:22]=[CH:21]3)=[CH:17][CH:16]=[CH:15][CH:14]=2. Product: [Br:3][C:4]1[CH:9]=[CH:8][CH:7]=[CH:6][C:5]=1[O:10][C:12]1[C:13]2[C:18]([N:19]=[C:20]3[C:25]=1[CH:24]=[CH:23][CH:22]=[CH:21]3)=[CH:17][CH:16]=[CH:15][CH:14]=2. The catalyst class is: 9. (8) Reactant: [CH:1]1([C:4]2[C:5]([O:18][CH2:19][C:20]3([C:26]([F:29])([F:28])[F:27])[CH2:25][CH2:24][CH2:23][CH2:22][CH2:21]3)=[CH:6][C:7]([F:17])=[C:8]([CH:16]=2)[C:9]([O:11]C(C)(C)C)=[O:10])[CH2:3][CH2:2]1.FC(F)(F)C(O)=O. Product: [CH:1]1([C:4]2[C:5]([O:18][CH2:19][C:20]3([C:26]([F:29])([F:27])[F:28])[CH2:21][CH2:22][CH2:23][CH2:24][CH2:25]3)=[CH:6][C:7]([F:17])=[C:8]([CH:16]=2)[C:9]([OH:11])=[O:10])[CH2:2][CH2:3]1. The catalyst class is: 4.